Dataset: TCR-epitope binding with 47,182 pairs between 192 epitopes and 23,139 TCRs. Task: Binary Classification. Given a T-cell receptor sequence (or CDR3 region) and an epitope sequence, predict whether binding occurs between them. The epitope is KEIDRLNEV. The TCR CDR3 sequence is CASSLIGSANYGYTF. Result: 1 (the TCR binds to the epitope).